Dataset: Full USPTO retrosynthesis dataset with 1.9M reactions from patents (1976-2016). Task: Predict the reactants needed to synthesize the given product. (1) Given the product [C:44]([NH:47][C:48]1[CH:49]=[C:50]([CH:82]=[CH:83][CH:84]=1)[C:51]([NH:53][C:54]1[C:55]([CH3:81])=[C:56]2[C:61]([NH:62][C:63]3[CH:68]=[CH:67][C:66]([O:69][C:70]4[CH:75]=[CH:74][CH:73]=[CH:72][C:71]=4[O:76][CH3:77])=[CH:65][N:2]=3)=[C:60]([C:78]#[N:79])[CH:59]=[N:58][N:57]2[CH:80]=1)=[O:52])(=[O:46])[CH3:45], predict the reactants needed to synthesize it. The reactants are: Cl.[NH2:2]C1C(C)=C2C(NC3C=CC(OC4C=CC=CC=4OC)=CC=3)=C(C#N)C=NN2C=1.C(NC1C=CC(C(O)=O)=CC=1)(=O)C.[C:44]([NH:47][C:48]1[CH:49]=[C:50]([CH:82]=[CH:83][CH:84]=1)[C:51]([NH:53][C:54]1[C:55]([CH3:81])=[C:56]2[C:61]([NH:62][C:63]3[CH:68]=[CH:67][C:66]([O:69][C:70]4[CH:75]=[CH:74][CH:73]=[CH:72][C:71]=4[O:76][CH3:77])=[CH:65]C=3)=[C:60]([C:78]#[N:79])[CH:59]=[N:58][N:57]2[CH:80]=1)=[O:52])(=[O:46])[CH3:45]. (2) Given the product [NH4+:1].[OH-:16].[N+:5]1([O-:16])[CH:6]=[CH:7][C:2]([NH2:1])=[N:3][CH:4]=1, predict the reactants needed to synthesize it. The reactants are: [NH2:1][C:2]1[CH:7]=[CH:6][N:5]=[CH:4][N:3]=1.C1C=C(Cl)C=C(C(OO)=[O:16])C=1.CO. (3) Given the product [CH2:28]([O:30][C:31]([CH2:42][N:40]([CH3:41])[C:39]([C:4]1[CH:5]=[C:6]([NH:10]/[C:11](=[C:18]2\[C:19](=[O:27])[NH:20][C:21]3[C:26]\2=[CH:25][CH:24]=[CH:23][CH:22]=3)/[C:12]2[CH:17]=[CH:16][CH:15]=[CH:14][CH:13]=2)[CH:7]=[CH:8][CH:9]=1)=[O:43])=[O:35])[CH3:29], predict the reactants needed to synthesize it. The reactants are: C([C:4]1[CH:5]=[C:6]([NH:10]/[C:11](=[C:18]2\[C:19](=[O:27])[NH:20][C:21]3[C:26]\2=[CH:25][CH:24]=[CH:23][CH:22]=3)/[C:12]2[CH:17]=[CH:16][CH:15]=[CH:14][CH:13]=2)[CH:7]=[CH:8][CH:9]=1)(O)=O.[CH2:28]([O:30][C:31](=[O:35])CNC)[CH3:29].CN([C:39]([O:43]N1N=NC2C=CC=CC1=2)=[N+:40]([CH3:42])[CH3:41])C.[B-](F)(F)(F)F.C1C=CC2N(O)N=NC=2C=1.